From a dataset of Full USPTO retrosynthesis dataset with 1.9M reactions from patents (1976-2016). Predict the reactants needed to synthesize the given product. Given the product [NH2:13][C:7]1[C:8]([N+:10]([O-:12])=[O:11])=[CH:9][C:4]([C:3]([NH2:17])=[O:2])=[C:5]([F:15])[C:6]=1[F:14], predict the reactants needed to synthesize it. The reactants are: C[O:2][C:3](=O)[C:4]1[CH:9]=[C:8]([N+:10]([O-:12])=[O:11])[C:7]([NH2:13])=[C:6]([F:14])[C:5]=1[F:15].[NH4+:17].[OH-].